Dataset: Forward reaction prediction with 1.9M reactions from USPTO patents (1976-2016). Task: Predict the product of the given reaction. (1) Given the reactants [CH3:1][C:2]([CH3:10])([CH3:9])[C:3](=[O:8])[CH2:4][C:5](=[O:7])[CH3:6].C(NC(C)C)(C)C.[Li].Br[CH2:20][C:21]1[CH:26]=[CH:25][C:24]([N:27]2[C:39]3[CH:38]=[CH:37][CH:36]=[CH:35][C:34]=3[C:33]3[C:28]2=[CH:29][CH:30]=[CH:31][CH:32]=3)=[CH:23][CH:22]=1.Cl, predict the reaction product. The product is: [CH:29]1[C:28]2[N:27]([C:24]3[CH:23]=[CH:22][C:21]([CH2:20][CH2:6][C:5](=[O:7])[CH2:4][C:3](=[O:8])[C:2]([CH3:10])([CH3:9])[CH3:1])=[CH:26][CH:25]=3)[C:39]3[C:34](=[CH:35][CH:36]=[CH:37][CH:38]=3)[C:33]=2[CH:32]=[CH:31][CH:30]=1. (2) Given the reactants [OH-].[K+].[NH2:3][C:4]1[N:9]=[CH:8][C:7]([C:10]2[CH:11]=[N:12][N:13]([C@H:15]3[CH2:19][N:18]([C:20]([O:22][C:23]([CH3:26])([CH3:25])[CH3:24])=[O:21])[C@H:17]([C:27]([O:29]C)=[O:28])[CH2:16]3)[CH:14]=2)=[CH:6][C:5]=1[C:31]1[O:32][C:33]2[CH:39]=[CH:38][CH:37]=[CH:36][C:34]=2[N:35]=1, predict the reaction product. The product is: [NH2:3][C:4]1[N:9]=[CH:8][C:7]([C:10]2[CH:11]=[N:12][N:13]([C@H:15]3[CH2:19][N:18]([C:20]([O:22][C:23]([CH3:25])([CH3:26])[CH3:24])=[O:21])[C@H:17]([C:27]([OH:29])=[O:28])[CH2:16]3)[CH:14]=2)=[CH:6][C:5]=1[C:31]1[O:32][C:33]2[CH:39]=[CH:38][CH:37]=[CH:36][C:34]=2[N:35]=1. (3) Given the reactants [CH2:1]([O:3][C:4](=[O:16])[CH2:5][O:6][C:7]1[C:12]([CH3:13])=[CH:11][C:10]([NH2:14])=[CH:9][C:8]=1[CH3:15])[CH3:2].[C:17](O[C:17]([O:19][C:20]([CH3:23])([CH3:22])[CH3:21])=[O:18])([O:19][C:20]([CH3:23])([CH3:22])[CH3:21])=[O:18], predict the reaction product. The product is: [CH2:1]([O:3][C:4](=[O:16])[CH2:5][O:6][C:7]1[C:8]([CH3:15])=[CH:9][C:10]([NH:14][C:17]([O:19][C:20]([CH3:23])([CH3:22])[CH3:21])=[O:18])=[CH:11][C:12]=1[CH3:13])[CH3:2]. (4) Given the reactants [F:1][C:2]([F:30])([F:29])[C:3]([C:12]1[CH:25]=[CH:24][C:15]([O:16][C:17]2[CH:22]=[CH:21][N:20]=[C:19]([CH3:23])[CH:18]=2)=[C:14]([CH2:26][CH2:27][CH3:28])[CH:13]=1)([O:8][CH2:9][O:10][CH3:11])[C:4]([F:7])([F:6])[F:5].ClC1C=CC=[C:34]([C:38]([O:40]O)=[O:39])C=1.S([O-])([O-])(=O)=S.[Na+].[Na+].C(=O)([O-])O.[Na+], predict the reaction product. The product is: [C:38]([O:40][CH2:23][C:19]1[CH:18]=[C:17]([O:16][C:15]2[CH:24]=[CH:25][C:12]([C:3]([O:8][CH2:9][O:10][CH3:11])([C:4]([F:7])([F:6])[F:5])[C:2]([F:1])([F:29])[F:30])=[CH:13][C:14]=2[CH2:26][CH2:27][CH3:28])[CH:22]=[CH:21][N:20]=1)(=[O:39])[CH3:34]. (5) Given the reactants C([O:3][C:4]([C:6]1[N:7]=[C:8]([CH:11]2[CH2:16][CH2:15][N:14]([C:17](=[O:26])[CH2:18][C:19]3[CH:24]=[CH:23][CH:22]=[CH:21][C:20]=3[Cl:25])[CH2:13][CH2:12]2)[S:9][CH:10]=1)=[O:5])C.[OH-].[Na+], predict the reaction product. The product is: [Cl:25][C:20]1[CH:21]=[CH:22][CH:23]=[CH:24][C:19]=1[CH2:18][C:17]([N:14]1[CH2:13][CH2:12][CH:11]([C:8]2[S:9][CH:10]=[C:6]([C:4]([OH:5])=[O:3])[N:7]=2)[CH2:16][CH2:15]1)=[O:26]. (6) Given the reactants [CH:1]1[C:10]2[C:5](=[C:6]([NH:11][C:12]([NH:14][CH2:15][CH:16]([CH2:22][C:23]3[CH:28]=[CH:27][C:26]([C:29]([F:32])([F:31])[F:30])=[CH:25][CH:24]=3)[C:17]([O:19]CC)=[O:18])=[O:13])[CH:7]=[CH:8][CH:9]=2)[CH:4]=[CH:3][N:2]=1.[OH-].[Li+], predict the reaction product. The product is: [CH:1]1[C:10]2[C:5](=[C:6]([NH:11][C:12]([NH:14][CH2:15][CH:16]([CH2:22][C:23]3[CH:24]=[CH:25][C:26]([C:29]([F:30])([F:31])[F:32])=[CH:27][CH:28]=3)[C:17]([OH:19])=[O:18])=[O:13])[CH:7]=[CH:8][CH:9]=2)[CH:4]=[CH:3][N:2]=1.